From a dataset of Full USPTO retrosynthesis dataset with 1.9M reactions from patents (1976-2016). Predict the reactants needed to synthesize the given product. (1) Given the product [CH3:8][C:7]1[O:6][N:5]=[C:4]([C:9]2[CH:14]=[CH:13][CH:12]=[CH:11][CH:10]=2)[C:3]=1[C:1]#[C:2][C:18]1[N:17]=[C:16]([NH2:15])[CH:21]=[N:20][CH:19]=1, predict the reactants needed to synthesize it. The reactants are: [C:1]([C:3]1[C:4]([C:9]2[CH:14]=[CH:13][CH:12]=[CH:11][CH:10]=2)=[N:5][O:6][C:7]=1[CH3:8])#[CH:2].[NH2:15][C:16]1[CH:21]=[N:20][CH:19]=[C:18](Cl)[N:17]=1. (2) Given the product [N:1]1[CH:6]=[CH:5][C:4]([C:7]2[CH:8]=[CH:9][C:10]([C:11]([OH:13])=[O:12])=[CH:16][CH:17]=2)=[CH:3][N:2]=1, predict the reactants needed to synthesize it. The reactants are: [N:1]1[CH:6]=[CH:5][C:4]([C:7]2[CH:17]=[CH:16][C:10]([C:11]([O:13]CC)=[O:12])=[CH:9][CH:8]=2)=[CH:3][N:2]=1.[OH-].[Na+].O.Cl. (3) Given the product [F:1][C:2]1([F:24])[CH2:7][CH2:6][CH:5]([CH2:8][NH:9][C:10]([C:12]2[C:13]3[CH:14]=[CH:15][C:16]([C:39]4[CH2:44][CH2:43][O:42][CH2:41][CH:40]=4)=[N:17][C:18]=3[CH:19]=[CH:20][C:21]=2[Cl:22])=[O:11])[CH2:4][CH2:3]1, predict the reactants needed to synthesize it. The reactants are: [F:1][C:2]1([F:24])[CH2:7][CH2:6][CH:5]([CH2:8][NH:9][C:10]([C:12]2[C:13]3[CH:14]=[CH:15][C:16](Cl)=[N:17][C:18]=3[CH:19]=[CH:20][C:21]=2[Cl:22])=[O:11])[CH2:4][CH2:3]1.C(=O)([O-])[O-].[Cs+].[Cs+].CC1(C)C(C)(C)OB([C:39]2[CH2:40][CH2:41][O:42][CH2:43][CH:44]=2)O1.